This data is from Catalyst prediction with 721,799 reactions and 888 catalyst types from USPTO. The task is: Predict which catalyst facilitates the given reaction. Reactant: [F:1][C:2]1[CH:3]=[C:4]([CH2:8][CH:9]=[O:10])[CH:5]=[CH:6][CH:7]=1.[CH2:11]([Mg]Br)[CH:12]([CH3:14])[CH3:13].O. Product: [F:1][C:2]1[CH:3]=[C:4]([CH2:8][CH:9]([OH:10])[CH2:11][CH:12]([CH3:14])[CH3:13])[CH:5]=[CH:6][CH:7]=1. The catalyst class is: 1.